From a dataset of Reaction yield outcomes from USPTO patents with 853,638 reactions. Predict the reaction yield, written as a fraction of the theoretical maximum amount of product (1.0 means a 100% yield; for example, 0.34 means a 34% yield). (1) The reactants are [Cl:1][C:2]1[CH:3]=[C:4]([CH:7]=[C:8]([Cl:10])[CH:9]=1)[CH2:5]Cl.[C-:11]#[N:12].[Na+]. The catalyst is CS(C)=O.C(OCC)C. The product is [Cl:1][C:2]1[CH:3]=[C:4]([CH2:5][C:11]#[N:12])[CH:7]=[C:8]([Cl:10])[CH:9]=1. The yield is 0.518. (2) The reactants are [Br:1]N1C(=O)CCC1=O.[C:9]([C:13]1[CH:26]=[CH:25][CH:24]=[CH:23][C:14]=1[O:15][C:16]1[C:21]([NH2:22])=[CH:20][CH:19]=[CH:18][N:17]=1)([CH3:12])([CH3:11])[CH3:10]. The catalyst is CN(C=O)C.O. The product is [Br:1][C:18]1[N:17]=[C:16]([O:15][C:14]2[CH:23]=[CH:24][CH:25]=[CH:26][C:13]=2[C:9]([CH3:12])([CH3:10])[CH3:11])[C:21]([NH2:22])=[CH:20][CH:19]=1. The yield is 0.960. (3) The reactants are Br[C:2]1[CH:3]=[C:4]([CH3:15])[C:5]([N:10]2[CH:14]=[N:13][CH:12]=[N:11]2)=[C:6]([CH:9]=1)[C:7]#[N:8].C([O-])([O-])=O.[K+].[K+].[C:22]1(P(C2C=CC=CC=2)C2C=CC=CC=2)C=CC=C[CH:23]=1. The catalyst is C1(C)C=CC=CC=1. The product is [CH3:15][C:4]1[C:5]([N:10]2[CH:14]=[N:13][CH:12]=[N:11]2)=[C:6]([CH:9]=[C:2]([CH:22]=[CH2:23])[CH:3]=1)[C:7]#[N:8]. The yield is 0.520. (4) The product is [CH:5]([C:8]([C:10]1[CH:15]=[CH:14][CH:13]=[CH:12][CH:11]=1)([OH:9])[C:1]#[CH:2])([CH3:7])[CH3:6]. The reactants are [C:1]([Mg]Br)#[CH:2].[CH:5]([C:8]([C:10]1[CH:15]=[CH:14][CH:13]=[CH:12][CH:11]=1)=[O:9])([CH3:7])[CH3:6]. The catalyst is C1COCC1. The yield is 0.950. (5) The reactants are [NH2:1][C:2]1[C:7]2=[CH:8][CH:9]=[C:10]([C:11]3[CH2:12][CH2:13][N:14]([C:17]([O:19][C:20]([CH3:23])([CH3:22])[CH3:21])=[O:18])[CH2:15][CH:16]=3)[N:6]2[N:5]=[CH:4][N:3]=1. The catalyst is C(O)(=O)C.[Pt](=O)=O. The product is [NH2:1][C:2]1[C:7]2=[CH:8][CH:9]=[C:10]([CH:11]3[CH2:16][CH2:15][N:14]([C:17]([O:19][C:20]([CH3:23])([CH3:22])[CH3:21])=[O:18])[CH2:13][CH2:12]3)[N:6]2[N:5]=[CH:4][N:3]=1. The yield is 1.00. (6) The reactants are [Br:1][C:2]1[CH:3]=[C:4]([CH2:8][C:9]([OH:11])=[O:10])[CH:5]=[CH:6][CH:7]=1.Cl.[CH3:13]O. No catalyst specified. The product is [CH3:13][O:10][C:9](=[O:11])[CH2:8][C:4]1[CH:5]=[CH:6][CH:7]=[C:2]([Br:1])[CH:3]=1. The yield is 0.960. (7) The reactants are C([C:3]1[CH:4]=[CH:5][C:6]2[N:10]=[N:9][N:8]([CH2:11][CH2:12][CH2:13][CH2:14]Cl)[C:7]=2[CH:16]=1)#N.[F:17][C:18]([F:32])([F:31])[C:19]1[CH:20]=[C:21]([CH:25]2[CH2:30][CH2:29]CN[CH2:26]2)[CH:22]=[CH:23][CH:24]=1.[CH:33]([N:36](C(C)C)CC)(C)C.[I-].[K+]. The catalyst is C(#N)C. The product is [N:8]1([CH2:11][CH2:12][CH2:13][CH2:14][N:36]2[CH2:33][CH2:26][CH:25]([C:21]3[CH:22]=[CH:23][CH:24]=[C:19]([C:18]([F:17])([F:31])[F:32])[CH:20]=3)[CH2:30][CH2:29]2)[C:7]2[CH:16]=[CH:3][CH:4]=[CH:5][C:6]=2[N:10]=[N:9]1. The yield is 0.631. (8) The yield is 0.110. The reactants are Cl.C(O[C:5]([C:7]1[CH:8]=[C:9]2[C:13](=[CH:14][CH:15]=1)[NH:12][N:11]=[C:10]2[C:16]1[CH:21]=[CH:20][C:19]([F:22])=[CH:18][CH:17]=1)=[NH:6])C.[NH2:23][NH:24][C:25](=O)[CH2:26][NH:27][CH3:28].C[O-].[Na+]. The product is [F:22][C:19]1[CH:20]=[CH:21][C:16]([C:10]2[C:9]3[C:13](=[CH:14][CH:15]=[C:7]([C:5]4[N:6]=[C:25]([CH2:26][NH:27][CH3:28])[NH:24][N:23]=4)[CH:8]=3)[NH:12][N:11]=2)=[CH:17][CH:18]=1. The catalyst is CO. (9) The reactants are [CH3:1][C:2]1([CH3:11])[O:6][C@@:5]([CH3:10])([CH:7]=[N:8][OH:9])[CH2:4][O:3]1.[Cl:12]N1C(=O)CCC1=O. The catalyst is CN(C=O)C.O. The product is [OH:9][N:8]=[C:7]([Cl:12])[C@@:5]1([CH3:10])[CH2:4][O:3][C:2]([CH3:11])([CH3:1])[O:6]1. The yield is 0.920.